Dataset: Forward reaction prediction with 1.9M reactions from USPTO patents (1976-2016). Task: Predict the product of the given reaction. (1) Given the reactants [F:1][C:2]([F:34])([F:33])[CH2:3][O:4][C:5]1[CH:10]=[CH:9][C:8]([O:11][CH2:12][C:13]([F:16])([F:15])[F:14])=[CH:7][C:6]=1[S:17]([NH:20][C@@H:21]1[CH2:25][CH2:24][N:23]([C:26]([O:28][C:29]([CH3:32])([CH3:31])[CH3:30])=[O:27])[CH2:22]1)(=[O:19])=[O:18].C([O-])([O-])=O.[K+].[K+].Br[CH2:42][C:43]1[CH:48]=[CH:47][CH:46]=[CH:45][CH:44]=1, predict the reaction product. The product is: [F:34][C:2]([F:33])([F:1])[CH2:3][O:4][C:5]1[CH:10]=[CH:9][C:8]([O:11][CH2:12][C:13]([F:16])([F:15])[F:14])=[CH:7][C:6]=1[S:17]([N:20]([CH2:42][C:43]1[CH:48]=[CH:47][CH:46]=[CH:45][CH:44]=1)[C@@H:21]1[CH2:25][CH2:24][N:23]([C:26]([O:28][C:29]([CH3:30])([CH3:31])[CH3:32])=[O:27])[CH2:22]1)(=[O:18])=[O:19]. (2) Given the reactants [SH:1][C:2]1[C:11]2[C:6](=[CH:7][CH:8]=[C:9]([O:12][CH2:13][C:14]#[N:15])[CH:10]=2)[N:5]=[CH:4][CH:3]=1.Br[C:17]1([C:21]([OH:23])=[O:22])[CH2:20][CH2:19][CH2:18]1.C(N(CC)CC)C.O, predict the reaction product. The product is: [C:14]([CH2:13][O:12][C:9]1[CH:10]=[C:11]2[C:6](=[CH:7][CH:8]=1)[N:5]=[CH:4][CH:3]=[C:2]2[S:1][C:17]1([C:21]([OH:23])=[O:22])[CH2:20][CH2:19][CH2:18]1)#[N:15]. (3) The product is: [OH:6][C:7]1[CH:16]=[CH:15][C:14]([CH3:17])=[C:13]2[C:8]=1[CH2:9][CH2:10][C:11](=[O:18])[NH:12]2. Given the reactants B(Br)(Br)Br.C[O:6][C:7]1[CH:16]=[CH:15][C:14]([CH3:17])=[C:13]2[C:8]=1[CH2:9][CH2:10][C:11](=[O:18])[NH:12]2, predict the reaction product. (4) Given the reactants [CH3:1][O:2][C:3]1[CH:4]=[C:5]([CH:13]([OH:16])[C:14]#[CH:15])[CH:6]=[C:7]([O:11][CH3:12])[C:8]=1[O:9][CH3:10], predict the reaction product. The product is: [CH3:12][O:11][C:7]1[CH:6]=[C:5]([C:13](=[O:16])[C:14]#[CH:15])[CH:4]=[C:3]([O:2][CH3:1])[C:8]=1[O:9][CH3:10]. (5) The product is: [CH3:23][O:22][C:20](=[O:21])[CH2:19][C@H:16]1[C:15]2[CH:24]=[CH:25][C:12]([O:11][C@H:9]3[C:10]4[C:6](=[C:5]([O:29][C:30]5[CH:31]=[CH:32][C:33]6[O:37][C:36]([CH3:38])=[N:35][C:34]=6[CH:39]=5)[CH:4]=[CH:3][C:2]=4[F:1])[CH2:7][CH2:8]3)=[CH:13][C:14]=2[O:18][CH2:17]1. Given the reactants [F:1][C:2]1[CH:3]=[CH:4][C:5](B(O)O)=[C:6]2[C:10]=1[C@H:9]([O:11][C:12]1[CH:25]=[CH:24][C:15]3[C@H:16]([CH2:19][C:20]([O:22][CH3:23])=[O:21])[CH2:17][O:18][C:14]=3[CH:13]=1)[CH2:8][CH2:7]2.[OH:29][C:30]1[CH:31]=[CH:32][C:33]2[O:37][C:36]([CH3:38])=[N:35][C:34]=2[CH:39]=1, predict the reaction product. (6) Given the reactants Cl[C:2]1[CH:7]=[C:6]([CH3:8])[N:5]=[C:4]([NH:9][C:10](=[NH:20])[NH:11][C:12]2[CH:17]=[CH:16][C:15]([Cl:18])=[C:14]([Cl:19])[CH:13]=2)[N:3]=1.Cl.[CH2:22]([N:24]1[CH2:29][CH2:28][CH:27]([NH2:30])[CH2:26][CH2:25]1)[CH3:23].C(N(C(C)C)CC)(C)C.CC(N(C)C)=[O:42], predict the reaction product. The product is: [NH4+:3].[OH-:42].[Cl:19][C:14]1[CH:13]=[C:12]([NH:11][C:10](=[NH:20])[NH:9][C:4]2[N:3]=[C:2]([NH:30][CH:27]3[CH2:28][CH2:29][N:24]([CH2:22][CH3:23])[CH2:25][CH2:26]3)[CH:7]=[C:6]([CH3:8])[N:5]=2)[CH:17]=[CH:16][C:15]=1[Cl:18].